From a dataset of Forward reaction prediction with 1.9M reactions from USPTO patents (1976-2016). Predict the product of the given reaction. (1) Given the reactants [Br:1][C:2]1[C:3]([CH3:9])=[C:4]([CH:6]=[CH:7][CH:8]=1)[NH2:5].[F:10][C:11]1[CH:12]=[C:13]2[C:17](=[CH:18][CH:19]=1)[C:16](=[O:20])[O:15][C:14]2=O, predict the reaction product. The product is: [Br:1][C:2]1[C:3]([CH3:9])=[C:4]([N:5]2[C:14](=[O:15])[C:13]3[C:17](=[CH:18][CH:19]=[C:11]([F:10])[CH:12]=3)[C:16]2=[O:20])[CH:6]=[CH:7][CH:8]=1. (2) Given the reactants [CH2:1]([O:8][CH2:9][CH2:10][O:11][C:12]1[CH:17]=[CH:16][C:15]([CH:18]2[C:23]3[N:24]4[N:29]=[C:28]([CH3:30])[S:27][C:25]4=[N:26][C:22]=3[CH2:21][CH2:20][NH:19]2)=[C:14]([F:31])[CH:13]=1)[C:2]1[CH:7]=[CH:6][CH:5]=[CH:4][CH:3]=1.[Cl:32][C:33]1[C:38]([O:39][CH2:40][C:41](OC(C)(C)C)=[O:42])=[CH:37][CH:36]=[C:35]([NH:48][S:49]([CH3:52])(=[O:51])=[O:50])[N:34]=1, predict the reaction product. The product is: [CH2:1]([O:8][CH2:9][CH2:10][O:11][C:12]1[CH:17]=[CH:16][C:15]([CH:18]2[C:23]3[N:24]4[N:29]=[C:28]([CH3:30])[S:27][C:25]4=[N:26][C:22]=3[CH2:21][CH2:20][N:19]2[C:41](=[O:42])[CH2:40][O:39][C:38]2[CH:37]=[CH:36][C:35]([NH:48][S:49]([CH3:52])(=[O:51])=[O:50])=[N:34][C:33]=2[Cl:32])=[C:14]([F:31])[CH:13]=1)[C:2]1[CH:7]=[CH:6][CH:5]=[CH:4][CH:3]=1. (3) Given the reactants Cl[C:2]1[N:7]=[CH:6][C:5]([O:8][CH2:9][CH2:10][C@H:11]([CH:13]2[CH2:18][CH2:17][N:16]([C:19]3[O:23][N:22]=[C:21]([CH:24]([CH3:26])[CH3:25])[N:20]=3)[CH2:15][CH2:14]2)[CH3:12])=[CH:4][N:3]=1.[C:27]([O:31][C:32](=[O:47])[NH:33][C@@H:34]1[C@@H:38]([N:39]2[CH2:44][CH:43]([CH3:45])[CH2:42][CH2:41][C:40]2=[O:46])[CH2:37][NH:36][CH2:35]1)([CH3:30])([CH3:29])[CH3:28].C1CCN2C(=NCCC2)CC1, predict the reaction product. The product is: [C:27]([O:31][C:32](=[O:47])[NH:33][C@@H:34]1[C@@H:38]([N:39]2[CH2:44][CH:43]([CH3:45])[CH2:42][CH2:41][C:40]2=[O:46])[CH2:37][N:36]([C:2]2[N:7]=[CH:6][C:5]([O:8][CH2:9][CH2:10][C@H:11]([CH:13]3[CH2:18][CH2:17][N:16]([C:19]4[O:23][N:22]=[C:21]([CH:24]([CH3:26])[CH3:25])[N:20]=4)[CH2:15][CH2:14]3)[CH3:12])=[CH:4][N:3]=2)[CH2:35]1)([CH3:29])([CH3:28])[CH3:30]. (4) Given the reactants [CH2:1]([O:8][CH2:9][CH2:10][CH2:11][O:12][C:13]1[C:14]([B:22]2[O:26][C:25](C)([CH3:27])C(C)(C)[O:23]2)=[C:15]([CH:18]=[CH:19][C:20]=1[CH3:21])C=O)[C:2]1[CH:7]=[CH:6][CH:5]=[CH:4][CH:3]=1.[N+:31](C)([O-:33])=[O:32].[OH-].[Na+].C1COCC1, predict the reaction product. The product is: [CH2:1]([O:8][CH2:9][CH2:10][CH2:11][O:12][C:13]1[C:14]2[B:22]([OH:23])[O:26][CH:25]([CH2:27][N+:31]([O-:33])=[O:32])[C:15]=2[CH:18]=[CH:19][C:20]=1[CH3:21])[C:2]1[CH:7]=[CH:6][CH:5]=[CH:4][CH:3]=1.